This data is from Full USPTO retrosynthesis dataset with 1.9M reactions from patents (1976-2016). The task is: Predict the reactants needed to synthesize the given product. (1) Given the product [OH:2][C:3]1[CH:4]=[CH:5][C:6]2[N:29]([CH:30]=1)[C:9]1[N:10]([C:20]3[CH:25]=[CH:24][C:23]([N+:26]([O-:28])=[O:27])=[CH:22][CH:21]=3)[C:11](=[O:19])[C:12]3[C:17]([C:8]=1[N:7]=2)=[C:16]([CH3:18])[CH:15]=[CH:14][CH:13]=3, predict the reactants needed to synthesize it. The reactants are: C[O:2][C:3]1[CH:4]=[CH:5][C:6]2[N:29]([CH:30]=1)[C:9]1[N:10]([C:20]3[CH:25]=[CH:24][C:23]([N+:26]([O-:28])=[O:27])=[CH:22][CH:21]=3)[C:11](=[O:19])[C:12]3[C:17]([C:8]=1[N:7]=2)=[C:16]([CH3:18])[CH:15]=[CH:14][CH:13]=3.Br. (2) Given the product [CH3:1][C:2]1[CH:7]=[CH:6][C:5]([S:8]([O:11][CH2:12][CH:13]2[O:18][C:17]3[C:19]([CH3:26])=[C:20]([NH2:23])[CH:21]=[CH:22][C:16]=3[O:15][CH2:14]2)(=[O:10])=[O:9])=[CH:4][CH:3]=1, predict the reactants needed to synthesize it. The reactants are: [CH3:1][C:2]1[CH:7]=[CH:6][C:5]([S:8]([O:11][CH2:12][C@@H:13]2[O:18][C:17]3[C:19]([CH:26]=O)=[C:20]([N+:23]([O-])=O)[CH:21]=[CH:22][C:16]=3[O:15][CH2:14]2)(=[O:10])=[O:9])=[CH:4][CH:3]=1.[H][H]. (3) The reactants are: [NH2:1][C:2]1[C:3]([C:10](/[N:12]=[C:13]2/[NH:14][C:15]3([CH2:22][CH2:21][N:20]([C:23](=[O:37])[CH2:24][CH2:25][C:26]4[CH:36]=[CH:35][C:29]([O:30][CH2:31][C:32]([OH:34])=[O:33])=[CH:28][CH:27]=4)[CH2:19][CH2:18]3)[CH2:16][NH:17]/2)=[O:11])=[N:4][C:5]([Cl:9])=[C:6]([NH2:8])[N:7]=1.OCC(N1CCCC1C(F)(F)F)=O.O[CH2:52][C:53]([N:55]1[CH2:60][CH2:59][O:58][CH2:57][CH2:56]1)=[O:54]. Given the product [N:55]1([C:53](=[O:54])[CH2:52][O:33][C:32](=[O:34])[CH2:31][O:30][C:29]2[CH:28]=[CH:27][C:26]([CH2:25][CH2:24][C:23]([N:20]3[CH2:21][CH2:22][C:15]4([NH:14]/[C:13](=[N:12]/[C:10]([C:3]5[C:2]([NH2:1])=[N:7][C:6]([NH2:8])=[C:5]([Cl:9])[N:4]=5)=[O:11])/[NH:17][CH2:16]4)[CH2:18][CH2:19]3)=[O:37])=[CH:36][CH:35]=2)[CH2:60][CH2:59][O:58][CH2:57][CH2:56]1, predict the reactants needed to synthesize it. (4) Given the product [NH2:41][C:40]1[C:35]2[C:34](=[CH:39][CH:38]=[CH:37][N:36]=2)[NH:33][C:26](=[O:28])[C:25]=1[C:23]1[NH:22][C:21]2[CH:31]=[CH:32][C:18]([N:15]3[CH2:14][CH2:13][N:12]([CH3:11])[CH2:17][CH2:16]3)=[CH:19][C:20]=2[N:24]=1, predict the reactants needed to synthesize it. The reactants are: [Li+].C[Si]([N-][Si](C)(C)C)(C)C.[CH3:11][N:12]1[CH2:17][CH2:16][N:15]([C:18]2[CH:32]=[CH:31][C:21]3[NH:22][C:23]([CH2:25][C:26]([O:28]CC)=O)=[N:24][C:20]=3[CH:19]=2)[CH2:14][CH2:13]1.[NH2:33][C:34]1[C:35]([C:40]#[N:41])=[N:36][CH:37]=[CH:38][CH:39]=1. (5) Given the product [CH3:1][C:2]1([CH3:24])[C:7]2[CH:8]=[C:9]([C:14]3[CH:15]=[C:16]([CH:19]=[C:20]([F:22])[CH:21]=3)[C:17]#[N:18])[CH:10]=[C:11]([OH:12])[C:6]=2[NH:5][C:4](=[O:23])[O:3]1, predict the reactants needed to synthesize it. The reactants are: [CH3:1][C:2]1([CH3:24])[C:7]2[CH:8]=[C:9]([C:14]3[CH:15]=[C:16]([CH:19]=[C:20]([F:22])[CH:21]=3)[C:17]#[N:18])[CH:10]=[C:11]([O:12]C)[C:6]=2[NH:5][C:4](=[O:23])[O:3]1.[I-].[Li+]. (6) Given the product [N:1]1([C:7]2[C:8]3[C:15]([C:16]4[CH:20]=[N:19][NH:18][CH:17]=4)=[CH:14][N:13]([CH2:27][O:28][CH2:29][CH2:30][Si:31]([CH3:34])([CH3:33])[CH3:32])[C:9]=3[N:10]=[CH:11][N:12]=2)[CH2:2][CH2:3][O:4][CH2:5][CH2:6]1, predict the reactants needed to synthesize it. The reactants are: [N:1]1([C:7]2[C:8]3[C:15]([C:16]4[CH:17]=[N:18][N:19](C5CCCCO5)[CH:20]=4)=[CH:14][N:13]([CH2:27][O:28][CH2:29][CH2:30][Si:31]([CH3:34])([CH3:33])[CH3:32])[C:9]=3[N:10]=[CH:11][N:12]=2)[CH2:6][CH2:5][O:4][CH2:3][CH2:2]1.Cl.C(OCC)(=O)C.C(=O)(O)[O-].[Na+]. (7) Given the product [CH2:15]([C@@H:22]1[CH2:26][O:25][C:24](=[O:27])[N:23]1[C:4](=[O:6])/[CH:3]=[CH:2]/[C:1]([O:8][CH2:9][CH3:10])=[O:7])[C:16]1[CH:17]=[CH:18][CH:19]=[CH:20][CH:21]=1, predict the reactants needed to synthesize it. The reactants are: [C:1]([O:8][CH2:9][CH3:10])(=[O:7])/[CH:2]=[CH:3]/[C:4]([O-:6])=O.C(Cl)(Cl)Cl.[CH2:15]([C@@H:22]1[CH2:26][O:25][C:24](=[O:27])[NH:23]1)[C:16]1[CH:21]=[CH:20][CH:19]=[CH:18][CH:17]=1.[I-].ClC1C=CC=C[N+]=1C.